Dataset: Forward reaction prediction with 1.9M reactions from USPTO patents (1976-2016). Task: Predict the product of the given reaction. (1) Given the reactants [NH2:1][C:2]1[N:7]=[C:6](S(C)=O)[C:5]([C:11]#[N:12])=[C:4]([N:13]2[CH:17]=[CH:16][CH:15]=[N:14]2)[N:3]=1.[CH3:18][C:19]1[CH:20]=[C:21]([CH:24]=[CH:25][C:26]=1[CH3:27])[CH2:22][NH2:23], predict the reaction product. The product is: [NH2:1][C:2]1[N:7]=[C:6]([NH:23][CH2:22][C:21]2[CH:24]=[CH:25][C:26]([CH3:27])=[C:19]([CH3:18])[CH:20]=2)[C:5]([C:11]#[N:12])=[C:4]([N:13]2[CH:17]=[CH:16][CH:15]=[N:14]2)[N:3]=1. (2) Given the reactants FC(F)(F)C(O)=O.[Cl:8][C:9]1[CH:14]=[C:13]2[NH:15][C:16](=[O:38])[C@:17]3([C@@H:21]([C:22]4[CH:27]=[CH:26][CH:25]=[C:24]([Cl:28])[C:23]=4[F:29])[C@H:20]([C:30]([OH:32])=O)[NH:19][C@H:18]3[CH2:33][C:34]([CH3:37])([CH3:36])[CH3:35])[C:12]2=[CH:11][CH:10]=1.C(N(C(C)C)CC)(C)C.C1(P(Cl)(C2C=CC=CC=2)=O)C=CC=CC=1.[CH3:63][O:64][C:65]1[CH:71]=[C:70]([S:72]([N:75]2[CH2:80][CH2:79][O:78][CH2:77][CH2:76]2)(=[O:74])=[O:73])[CH:69]=[CH:68][C:66]=1[NH2:67], predict the reaction product. The product is: [CH3:63][O:64][C:65]1[CH:71]=[C:70]([S:72]([N:75]2[CH2:80][CH2:79][O:78][CH2:77][CH2:76]2)(=[O:73])=[O:74])[CH:69]=[CH:68][C:66]=1[NH:67][C:30]([C@@H:20]1[NH:19][C@@H:18]([CH2:33][C:34]([CH3:35])([CH3:36])[CH3:37])[C@:17]2([C:12]3[C:13](=[CH:14][C:9]([Cl:8])=[CH:10][CH:11]=3)[NH:15][C:16]2=[O:38])[C@H:21]1[C:22]1[CH:27]=[CH:26][CH:25]=[C:24]([Cl:28])[C:23]=1[F:29])=[O:32]. (3) The product is: [CH3:1][O:2][C:3]1[CH:12]=[CH:11][C:6]2[C:7](=[O:10])[CH2:8][O:9][C:5]=2[C:4]=1[CH:13]1[CH2:14][CH2:15][N:16]([C:19]([O:21][C:22]([CH3:25])([CH3:24])[CH3:23])=[O:20])[CH2:17][CH2:18]1. Given the reactants [CH3:1][O:2][C:3]1[CH:12]=[CH:11][C:6]2[C:7](=[O:10])[CH2:8][O:9][C:5]=2[C:4]=1[C:13]1[CH2:18][CH2:17][N:16]([C:19]([O:21][C:22]([CH3:25])([CH3:24])[CH3:23])=[O:20])[CH2:15][CH:14]=1, predict the reaction product.